Dataset: Forward reaction prediction with 1.9M reactions from USPTO patents (1976-2016). Task: Predict the product of the given reaction. Given the reactants [C:1]1([C:7]2[CH2:8][CH2:9][C@@H:10]([C:12]([O:14]CC3C=CC=CC=3)=[O:13])[N:11]=2)[CH:6]=[CH:5][CH:4]=[CH:3][CH:2]=1.[C:22](O[C:22]([O:24][C:25]([CH3:28])([CH3:27])[CH3:26])=[O:23])([O:24][C:25]([CH3:28])([CH3:27])[CH3:26])=[O:23].[OH-].[Na+], predict the reaction product. The product is: [C:22]([N:11]1[C@@H:7]([C:1]2[CH:2]=[CH:3][CH:4]=[CH:5][CH:6]=2)[CH2:8][CH2:9][C@H:10]1[C:12]([OH:14])=[O:13])([O:24][C:25]([CH3:28])([CH3:27])[CH3:26])=[O:23].